Dataset: Full USPTO retrosynthesis dataset with 1.9M reactions from patents (1976-2016). Task: Predict the reactants needed to synthesize the given product. (1) Given the product [CH:1]1[C:10]2[C@H:11]3[CH2:16][NH:15][CH2:14][CH2:13][C@H:12]3[N:8]3[C:9]=2[C:4]([CH2:5][CH2:6][CH2:7]3)=[CH:3][CH:2]=1, predict the reactants needed to synthesize it. The reactants are: [CH:1]1[C:10]2[C:11]3[CH2:16][NH:15][CH2:14][CH2:13][C:12]=3[N:8]3[C:9]=2[C:4]([CH2:5][CH2:6][CH2:7]3)=[CH:3][CH:2]=1.[BH3-]C#N.[Na+].[OH-].[Na+].O. (2) Given the product [C:26]([O:25][C:24]([N:1]([C:2]1[CH:3]=[N:4][CH:5]=[CH:6][C:7]=1[N:8]1[CH2:13][C@H:12]([CH3:14])[C@@H:11]([O:15][Si:16]([C:19]([CH3:22])([CH3:21])[CH3:20])([CH3:18])[CH3:17])[C@H:10]([NH:23][C:24]([O:25][C:26]([CH3:29])([CH3:28])[CH3:27])=[O:30])[CH2:9]1)[C:36]([O:35][C:31]([CH3:34])([CH3:33])[CH3:32])=[O:37])=[O:30])([CH3:29])([CH3:28])[CH3:27], predict the reactants needed to synthesize it. The reactants are: [NH2:1][C:2]1[CH:3]=[N:4][CH:5]=[CH:6][C:7]=1[N:8]1[CH2:13][C@H:12]([CH3:14])[C@@H:11]([O:15][Si:16]([C:19]([CH3:22])([CH3:21])[CH3:20])([CH3:18])[CH3:17])[C@H:10]([NH:23][C:24](=[O:30])[O:25][C:26]([CH3:29])([CH3:28])[CH3:27])[CH2:9]1.[C:31]([O:35][C:36](O[C:36]([O:35][C:31]([CH3:34])([CH3:33])[CH3:32])=[O:37])=[O:37])([CH3:34])([CH3:33])[CH3:32]. (3) Given the product [NH2:2][CH2:5][C@H:6]1[C@H:11]([C:12]2[CH:13]=[CH:14][C:15]([O:18][CH3:19])=[CH:16][CH:17]=2)[C@@H:10]([O:20][CH2:21][C:22]2[CH:23]=[CH:24][C:25]3[O:30][CH2:29][CH2:28][N:27]([CH2:31][CH2:32][CH2:33][O:34][CH3:35])[C:26]=3[CH:36]=2)[CH2:9][N:8]([C:37]([O:39][CH2:40][C:41]2[CH:42]=[CH:43][CH:44]=[CH:45][CH:46]=2)=[O:38])[CH2:7]1, predict the reactants needed to synthesize it. The reactants are: N.[N:2]([CH2:5][C@H:6]1[C@H:11]([C:12]2[CH:17]=[CH:16][C:15]([O:18][CH3:19])=[CH:14][CH:13]=2)[C@@H:10]([O:20][CH2:21][C:22]2[CH:23]=[CH:24][C:25]3[O:30][CH2:29][CH2:28][N:27]([CH2:31][CH2:32][CH2:33][O:34][CH3:35])[C:26]=3[CH:36]=2)[CH2:9][N:8]([C:37]([O:39][CH2:40][C:41]2[CH:46]=[CH:45][CH:44]=[CH:43][CH:42]=2)=[O:38])[CH2:7]1)=[N+]=[N-].C1(P(C2C=CC=CC=2)C2C=CC=CC=2)C=CC=CC=1.